From a dataset of Full USPTO retrosynthesis dataset with 1.9M reactions from patents (1976-2016). Predict the reactants needed to synthesize the given product. Given the product [C:13]([O:12][C:10]([NH:9][CH2:8][CH2:7][CH2:6][C@H:5]([NH:17][C:18](=[O:19])[O:20][CH2:21][C:22]1[CH:23]=[CH:24][CH:25]=[CH:26][CH:27]=1)[CH2:4][CH2:3][OH:2])=[O:11])([CH3:16])([CH3:14])[CH3:15], predict the reactants needed to synthesize it. The reactants are: C(=O)(OC)[O:2][C:3](=O)[CH2:4][C@@H:5]([NH:17][C:18]([O:20][CH2:21][C:22]1[CH:27]=[CH:26][CH:25]=[CH:24][CH:23]=1)=[O:19])[CH2:6][CH2:7][CH2:8][NH:9][C:10]([O:12][C:13]([CH3:16])([CH3:15])[CH3:14])=[O:11].[BH4-].[Na+].